Dataset: NCI-60 drug combinations with 297,098 pairs across 59 cell lines. Task: Regression. Given two drug SMILES strings and cell line genomic features, predict the synergy score measuring deviation from expected non-interaction effect. (1) Drug 1: CC(C1=C(C=CC(=C1Cl)F)Cl)OC2=C(N=CC(=C2)C3=CN(N=C3)C4CCNCC4)N. Drug 2: CC(C)CN1C=NC2=C1C3=CC=CC=C3N=C2N. Cell line: BT-549. Synergy scores: CSS=-8.91, Synergy_ZIP=3.01, Synergy_Bliss=-0.177, Synergy_Loewe=-2.37, Synergy_HSA=-4.76. (2) Drug 1: C1C(C(OC1N2C=NC3=C(N=C(N=C32)Cl)N)CO)O. Drug 2: CCN(CC)CCNC(=O)C1=C(NC(=C1C)C=C2C3=C(C=CC(=C3)F)NC2=O)C. Cell line: MOLT-4. Synergy scores: CSS=44.9, Synergy_ZIP=-5.69, Synergy_Bliss=-9.38, Synergy_Loewe=-12.0, Synergy_HSA=-8.03. (3) Drug 2: CC(C)NC(=O)C1=CC=C(C=C1)CNNC.Cl. Drug 1: CCN(CC)CCNC(=O)C1=C(NC(=C1C)C=C2C3=C(C=CC(=C3)F)NC2=O)C. Synergy scores: CSS=0.226, Synergy_ZIP=-0.0250, Synergy_Bliss=-0.0910, Synergy_Loewe=0.00310, Synergy_HSA=-0.454. Cell line: UACC-257. (4) Drug 1: CC(C)(C#N)C1=CC(=CC(=C1)CN2C=NC=N2)C(C)(C)C#N. Drug 2: CC=C1C(=O)NC(C(=O)OC2CC(=O)NC(C(=O)NC(CSSCCC=C2)C(=O)N1)C(C)C)C(C)C. Cell line: HCC-2998. Synergy scores: CSS=42.3, Synergy_ZIP=6.76, Synergy_Bliss=10.2, Synergy_Loewe=-41.2, Synergy_HSA=2.19. (5) Drug 1: N.N.Cl[Pt+2]Cl. Drug 2: CC1C(C(CC(O1)OC2CC(CC3=C2C(=C4C(=C3O)C(=O)C5=CC=CC=C5C4=O)O)(C(=O)C)O)N)O. Cell line: HS 578T. Synergy scores: CSS=45.8, Synergy_ZIP=-0.230, Synergy_Bliss=-0.0616, Synergy_Loewe=-18.5, Synergy_HSA=3.05. (6) Drug 1: CC1=CC=C(C=C1)C2=CC(=NN2C3=CC=C(C=C3)S(=O)(=O)N)C(F)(F)F. Drug 2: C1=NC2=C(N1)C(=S)N=CN2. Cell line: OVCAR-8. Synergy scores: CSS=34.6, Synergy_ZIP=-10.2, Synergy_Bliss=-0.703, Synergy_Loewe=-17.1, Synergy_HSA=1.10. (7) Cell line: UACC-257. Drug 1: CCC1=CC2CC(C3=C(CN(C2)C1)C4=CC=CC=C4N3)(C5=C(C=C6C(=C5)C78CCN9C7C(C=CC9)(C(C(C8N6C)(C(=O)OC)O)OC(=O)C)CC)OC)C(=O)OC.C(C(C(=O)O)O)(C(=O)O)O. Drug 2: CC(C)(C#N)C1=CC(=CC(=C1)CN2C=NC=N2)C(C)(C)C#N. Synergy scores: CSS=29.9, Synergy_ZIP=4.54, Synergy_Bliss=4.57, Synergy_Loewe=3.79, Synergy_HSA=4.13. (8) Drug 1: C1=CC(=CC=C1C#N)C(C2=CC=C(C=C2)C#N)N3C=NC=N3. Drug 2: CCC(=C(C1=CC=CC=C1)C2=CC=C(C=C2)OCCN(C)C)C3=CC=CC=C3.C(C(=O)O)C(CC(=O)O)(C(=O)O)O. Cell line: K-562. Synergy scores: CSS=4.01, Synergy_ZIP=-0.682, Synergy_Bliss=-7.97, Synergy_Loewe=0, Synergy_HSA=-6.00. (9) Drug 1: B(C(CC(C)C)NC(=O)C(CC1=CC=CC=C1)NC(=O)C2=NC=CN=C2)(O)O. Drug 2: N.N.Cl[Pt+2]Cl. Cell line: NCI-H322M. Synergy scores: CSS=16.4, Synergy_ZIP=-3.02, Synergy_Bliss=0.517, Synergy_Loewe=-20.0, Synergy_HSA=-2.14.